From a dataset of Forward reaction prediction with 1.9M reactions from USPTO patents (1976-2016). Predict the product of the given reaction. (1) Given the reactants [CH2:1]([O:3][C:4]1[CH:11]=[C:10]([C:12]([F:15])([F:14])[F:13])[CH:9]=[CH:8][C:5]=1[CH:6]=O)[CH3:2].C1(P(=[CH:35][C:36]([O:38][CH3:39])=[O:37])(C2C=CC=CC=2)C2C=CC=CC=2)C=CC=CC=1, predict the reaction product. The product is: [CH3:39][O:38][C:36](=[O:37])[CH:35]=[CH:6][C:5]1[CH:8]=[CH:9][C:10]([C:12]([F:15])([F:14])[F:13])=[CH:11][C:4]=1[O:3][CH2:1][CH3:2]. (2) Given the reactants [CH3:1][N:2]1[C:6]([C:7]2[CH:19]=[N:18][C:17]3[C:16]4[CH:15]=[C:14]([C:20]([O:22]C)=[O:21])[CH:13]=[CH:12][C:11]=4[N:10]([C@H:24]([C:31]4[CH:36]=[CH:35][CH:34]=[CH:33][CH:32]=4)[CH:25]4[CH2:30][CH2:29][O:28][CH2:27][CH2:26]4)[C:9]=3[CH:8]=2)=[C:5]([CH3:37])[N:4]=[N:3]1.[OH-].[K+], predict the reaction product. The product is: [CH3:1][N:2]1[C:6]([C:7]2[CH:19]=[N:18][C:17]3[C:16]4[CH:15]=[C:14]([C:20]([OH:22])=[O:21])[CH:13]=[CH:12][C:11]=4[N:10]([C@H:24]([C:31]4[CH:32]=[CH:33][CH:34]=[CH:35][CH:36]=4)[CH:25]4[CH2:26][CH2:27][O:28][CH2:29][CH2:30]4)[C:9]=3[CH:8]=2)=[C:5]([CH3:37])[N:4]=[N:3]1. (3) Given the reactants [CH:1]([C:3]1[C:11]2[O:12][CH2:13][CH2:14][C:10]=2[CH:9]=[C:5]2[O:6][CH2:7][CH2:8][C:4]=12)=[O:2].[OH-:15].[Na+], predict the reaction product. The product is: [O:6]1[CH2:7][CH2:8][C:4]2=[C:3]([C:1]([OH:15])=[O:2])[C:11]3[O:12][CH2:13][CH2:14][C:10]=3[CH:9]=[C:5]12.